This data is from Forward reaction prediction with 1.9M reactions from USPTO patents (1976-2016). The task is: Predict the product of the given reaction. (1) Given the reactants S(=O)(=O)(O)O.[CH2:6]([C:8]1[CH:13]=[CH:12][C:11]([N+:14]([O-:16])=[O:15])=[CH:10][C:9]=1N)[CH3:7].N([O-])=[O:19].[Na+], predict the reaction product. The product is: [CH2:6]([C:8]1[CH:13]=[CH:12][C:11]([N+:14]([O-:16])=[O:15])=[CH:10][C:9]=1[OH:19])[CH3:7]. (2) Given the reactants Br[C:2]1[CH:3]=[C:4]2[C:8](=[CH:9][C:10]=1[O:11][CH3:12])[C:7](=[O:13])/[C:6](=[CH:14]/[C:15]1[CH:20]=[CH:19][C:18]([S:21][C:22]([F:25])([F:24])[F:23])=[CH:17][CH:16]=1)/[CH2:5]2.[CH3:26][CH:27]1[CH2:32][CH2:31][NH:30][CH2:29][CH2:28]1.C(=O)([O-])[O-].[Cs+].[Cs+].C1C=CC(P(C2C(C3C(P(C4C=CC=CC=4)C4C=CC=CC=4)=CC=C4C=3C=CC=C4)=C3C(C=CC=C3)=CC=2)C2C=CC=CC=2)=CC=1, predict the reaction product. The product is: [CH3:12][O:11][C:10]1[CH:9]=[C:8]2[C:4]([CH2:5]/[C:6](=[CH:14]\[C:15]3[CH:20]=[CH:19][C:18]([S:21][C:22]([F:25])([F:24])[F:23])=[CH:17][CH:16]=3)/[C:7]2=[O:13])=[CH:3][C:2]=1[N:30]1[CH2:31][CH2:32][CH:27]([CH3:26])[CH2:28][CH2:29]1. (3) Given the reactants [Cl:1][C:2]1[CH:3]=[CH:4][C:5]([S:10][CH2:11][CH3:12])=[C:6]([CH2:8][NH2:9])[CH:7]=1.[NH2:13][C:14]1[CH:22]=[CH:21][C:20]([O:23][C:24]([F:27])([F:26])[F:25])=[CH:19][C:15]=1[C:16](O)=[O:17].BrC1C(C)=CC(C(NNC2C=C(Cl)C=CC=2SCC)=O)=C([N+]([O-])=O)C=1, predict the reaction product. The product is: [NH2:13][C:14]1[CH:22]=[CH:21][C:20]([O:23][C:24]([F:25])([F:26])[F:27])=[CH:19][C:15]=1[C:16]([NH:9][CH2:8][C:6]1[CH:7]=[C:2]([Cl:1])[CH:3]=[CH:4][C:5]=1[S:10][CH2:11][CH3:12])=[O:17]. (4) Given the reactants [OH:1][C:2]1[CH:3]=[CH:4][C:5]2[C:6]3[S:14][C:13]([CH2:15][CH2:16][CH3:17])=[N:12][C:7]=3[CH:8]=[N:9][C:10]=2[CH:11]=1.C(=O)([O-])[O-].[Cs+].[Cs+].[F:24][C:25]1[CH:32]=[CH:31][C:28]([CH2:29]Br)=[CH:27][CH:26]=1, predict the reaction product. The product is: [F:24][C:25]1[CH:32]=[CH:31][C:28]([CH2:29][O:1][C:2]2[CH:3]=[CH:4][C:5]3[C:6]4[S:14][C:13]([CH2:15][CH2:16][CH3:17])=[N:12][C:7]=4[CH:8]=[N:9][C:10]=3[CH:11]=2)=[CH:27][CH:26]=1. (5) Given the reactants C(OC(=O)C)C.[C:7]([O:11][C:12]([NH:14][CH2:15][CH2:16][O:17][C:18](=[O:32])[CH2:19][O:20][C:21]1[CH:26]=[CH:25][C:24]([CH2:27][CH2:28][CH2:29][CH2:30][NH2:31])=[CH:23][CH:22]=1)=[O:13])([CH3:10])([CH3:9])[CH3:8].C(N(CC)CC)C.I.[NH2:41][C:42]1[C:43]([C:50]([NH:52][C:53](=[NH:56])SC)=[O:51])=[N:44][C:45]([Cl:49])=[C:46]([NH2:48])[N:47]=1, predict the reaction product. The product is: [C:7]([O:11][C:12]([NH:14][CH2:15][CH2:16][O:17][C:18](=[O:32])[CH2:19][O:20][C:21]1[CH:22]=[CH:23][C:24]([CH2:27][CH2:28][CH2:29][CH2:30][NH:31][C:53]([NH2:56])=[N:52][C:50]([C:43]2[C:42]([NH2:41])=[N:47][C:46]([NH2:48])=[C:45]([Cl:49])[N:44]=2)=[O:51])=[CH:25][CH:26]=1)=[O:13])([CH3:10])([CH3:8])[CH3:9]. (6) Given the reactants [F:1][C:2]([C:5]([CH2:13][CH2:14]C)=[C:6](OCC)OCC)([F:4])[F:3].[B].[N:17]#N.N.C1[CH2:24][O:23]CC1, predict the reaction product. The product is: [OH:23][C:24]1[CH:6]=[C:5]([C:2]([F:1])([F:3])[F:4])[CH:13]=[CH:14][N:17]=1. (7) Given the reactants [OH:1][C:2]1[CH:7]=[CH:6][C:5]([C:8]2[N:9]=[C:10]([CH2:13][NH:14][CH2:15][CH2:16][C:17]([O:19]CC)=[O:18])[S:11][CH:12]=2)=[CH:4][CH:3]=1.[C:22]([C@H:26]1[CH2:31][CH2:30][C@H:29](O)[CH2:28][CH2:27]1)([CH3:25])([CH3:24])[CH3:23].[CH:33]1C=CC(P(C2C=CC=CC=2)C2C=CC=CC=2)=C[CH:34]=1.CC(OC(/N=N/C(OC(C)C)=O)=O)C, predict the reaction product. The product is: [CH2:33]([CH:16]([CH2:15][NH:14][CH2:13][C:10]1[S:11][CH:12]=[C:8]([C:5]2[CH:4]=[CH:3][C:2]([O:1][C@H:29]3[CH2:30][CH2:31][C@H:26]([C:22]([CH3:25])([CH3:24])[CH3:23])[CH2:27][CH2:28]3)=[CH:7][CH:6]=2)[N:9]=1)[C:17]([OH:19])=[O:18])[CH3:34]. (8) Given the reactants [CH2:1]([O:3][C:4](=[O:29])[CH2:5][C:6]1[CH:11]=[CH:10][C:9]([C:12]2[O:13][C:14]([CH3:28])=[C:15]([CH2:17][O:18][C:19]3[CH:23]=[C:22]([C:24](OC)=[O:25])[O:21][N:20]=3)[N:16]=2)=[CH:8][CH:7]=1)[CH3:2].[BH4-].[Na+].O, predict the reaction product. The product is: [OH:25][CH2:24][C:22]1[O:21][N:20]=[C:19]([O:18][CH2:17][C:15]2[N:16]=[C:12]([C:9]3[CH:10]=[CH:11][C:6]([CH2:5][C:4]([O:3][CH2:1][CH3:2])=[O:29])=[CH:7][CH:8]=3)[O:13][C:14]=2[CH3:28])[CH:23]=1.